Predict the reaction yield, written as a fraction of the theoretical maximum amount of product (1.0 means a 100% yield; for example, 0.34 means a 34% yield). From a dataset of Reaction yield outcomes from USPTO patents with 853,638 reactions. (1) The reactants are [NH:1]1[CH2:5][CH2:4][CH2:3][CH2:2]1.Cl[CH2:7][C:8]#[C:9][CH2:10][OH:11]. The catalyst is C1(C)C=CC=CC=1. The product is [N:1]1([CH2:7][C:8]#[C:9][CH2:10][OH:11])[CH2:5][CH2:4][CH2:3][CH2:2]1. The yield is 0.690. (2) The reactants are C(O/[N:5]=[C:6](/[C:8]1[CH:9]=[C:10]([C:15]2([C:18]([O:20][CH3:21])=[O:19])[CH2:17][CH2:16]2)[CH:11]=[CH:12][C:13]=1[OH:14])\[CH3:7])(=O)C.N1C=CC=CC=1.O. The catalyst is CN(C=O)C. The product is [CH3:7][C:6]1[C:8]2[CH:9]=[C:10]([C:15]3([C:18]([O:20][CH3:21])=[O:19])[CH2:17][CH2:16]3)[CH:11]=[CH:12][C:13]=2[O:14][N:5]=1. The yield is 0.820.